Dataset: Forward reaction prediction with 1.9M reactions from USPTO patents (1976-2016). Task: Predict the product of the given reaction. (1) Given the reactants [CH3:1][O:2][C:3]1[CH:4]=[C:5]([CH:13]=[CH:14][C:15]=1[N+:16]([O-:18])=[O:17])[CH2:6][CH2:7][PH:8](=[O:12])[O:9]CC, predict the reaction product. The product is: [CH3:1][O:2][C:3]1[CH:4]=[C:5]([CH:13]=[CH:14][C:15]=1[N+:16]([O-:18])=[O:17])[CH2:6][CH2:7][PH:8](=[O:9])[OH:12]. (2) Given the reactants C1C2C(=CC=CC=2)C=CC=1C([C:13]1[CH:22]=[CH:21][C:20]2[C:15](=[CH:16][CH:17]=[CH:18][CH:19]=2)[CH:14]=1)=O.C(C[C:31](=[O:33])C)C1C=CC=CC=1.C(OC1CC2CC1C1C=2CCC1)(=O)CC.C(OC1C2CC(C3C=2CCC3)C1)(=O)CC.CC1C(C=C(C)C(=O)C)C(C)(C)CCC=1.CC(CCC=C(C)CC)=CC#N.CC12CCC3C(C)(CCCC3(C)C)C1CCO2.C(O)(=O)CCCCCCCCCCC(O)=O.C1CCCCCCCCCCC(=O)CCCC=1.C1CCCCCCCC(=O)CCCCCCCC=1, predict the reaction product. The product is: [CH3:31][O:33][C:13]1[CH:22]=[CH:21][C:20]2[C:15](=[CH:16][CH:17]=[CH:18][CH:19]=2)[CH:14]=1. (3) Given the reactants [F:1][C:2]1[C:3]([N+:16]([O-])=O)=[CH:4][C:5]([N+:13]([O-])=O)=[C:6]([CH:8]=[CH:9]N(C)C)[CH:7]=1, predict the reaction product. The product is: [F:1][C:2]1[CH:7]=[C:6]2[C:5](=[CH:4][C:3]=1[NH2:16])[NH:13][CH:9]=[CH:8]2. (4) Given the reactants CN(C=O)C.[Cl:6][C:7]1[C:12]([C:13]([F:16])([F:15])[F:14])=[CH:11][CH:10]=[C:9](Cl)[N:8]=1.[Cl:18][C:19]1[CH:24]=[C:23]([Cl:25])[CH:22]=[CH:21][C:20]=1[OH:26].C(=O)([O-])[O-].[K+].[K+], predict the reaction product. The product is: [Cl:6][C:7]1[C:12]([C:13]([F:16])([F:15])[F:14])=[CH:11][CH:10]=[C:9]([O:26][C:20]2[CH:21]=[CH:22][C:23]([Cl:25])=[CH:24][C:19]=2[Cl:18])[N:8]=1. (5) The product is: [CH2:15]([N:14]([C@H:22]1[C@@H:26]2[O:27][C:28]([CH3:30])([CH3:31])[O:29][C@@H:25]2[C@@H:24]([O:32][CH2:34][C:35]([O:37][C:38]([CH3:41])([CH3:40])[CH3:39])=[O:36])[CH2:23]1)[CH2:7][C:8]1[CH:13]=[CH:12][CH:11]=[CH:10][CH:9]=1)[C:16]1[CH:21]=[CH:20][CH:19]=[CH:18][CH:17]=1. Given the reactants CC(C)([O-])C.[K+].[CH2:7]([N:14]([C@H:22]1[C@@H:26]2[O:27][C:28]([CH3:31])([CH3:30])[O:29][C@@H:25]2[C@@H:24]([OH:32])[CH2:23]1)[CH2:15][C:16]1[CH:21]=[CH:20][CH:19]=[CH:18][CH:17]=1)[C:8]1[CH:13]=[CH:12][CH:11]=[CH:10][CH:9]=1.Br[CH2:34][C:35]([O:37][C:38]([CH3:41])([CH3:40])[CH3:39])=[O:36].[Cl-].[NH4+], predict the reaction product. (6) Given the reactants Br[C:2]1[CH:7]=[C:6]([C:8]([F:11])([F:10])[F:9])[CH:5]=[CH:4][C:3]=1[N:12]1[CH2:17][CH2:16][O:15][C:14]2[CH:18]=[C:19]([S:22]([NH:25][C:26]3[S:30][N:29]=[CH:28][N:27]=3)(=[O:24])=[O:23])[CH:20]=[CH:21][C:13]1=2.[N:31]1[CH:36]=[C:35](B(O)O)[CH:34]=[N:33][CH:32]=1.C([O-])([O-])=O.[K+].[K+], predict the reaction product. The product is: [N:31]1[CH:36]=[C:35]([C:2]2[CH:7]=[C:6]([C:8]([F:11])([F:10])[F:9])[CH:5]=[CH:4][C:3]=2[N:12]2[CH2:17][CH2:16][O:15][C:14]3[CH:18]=[C:19]([S:22]([NH:25][C:26]4[S:30][N:29]=[CH:28][N:27]=4)(=[O:24])=[O:23])[CH:20]=[CH:21][C:13]2=3)[CH:34]=[N:33][CH:32]=1. (7) Given the reactants ClC1C=CC(C[C:7]([CH2:18][C:19]2([C:24]([NH:26][C@H:27]3[CH2:33][CH2:32][C:31]4[CH:34]=[CH:35][CH:36]=[CH:37][C:30]=4[N:29]([CH2:38][C:39]([O:41]C(C)(C)C)=[O:40])[C:28]3=[O:46])=[O:25])[CH2:23][CH2:22][CH2:21][CH2:20]2)([CH2:11][C:12]([NH:14][CH:15]([CH3:17])[CH3:16])=[O:13])[C:8]([O-:10])=[O:9])=CC=1.[C:49](O)([C:51](F)(F)F)=O.Cl[CH2:57][Cl:58], predict the reaction product. The product is: [Cl:58][C:57]1[CH:51]=[CH:49][C:11]([CH2:12][O:10][C:8]([CH:7]([CH2:11][C:12]([NH:14][CH:15]([CH3:16])[CH3:17])=[O:13])[CH2:18][C:19]2([C:24]([NH:26][C@H:27]3[CH2:33][CH2:32][C:31]4[CH:34]=[CH:35][CH:36]=[CH:37][C:30]=4[N:29]([CH2:38][C:39]([OH:41])=[O:40])[C:28]3=[O:46])=[O:25])[CH2:20][CH2:21][CH2:22][CH2:23]2)=[O:9])=[CH:7][CH:8]=1.